Dataset: Forward reaction prediction with 1.9M reactions from USPTO patents (1976-2016). Task: Predict the product of the given reaction. Given the reactants [Cl:1][C:2]1[CH:10]=[C:9]2[C:5]([C:6]([C:11]([N:13]3[CH2:18][CH2:17][C:16]4([C:22]5[CH:23]=[CH:24][C:25]([F:27])=[CH:26][C:21]=5[C:20](=[O:28])[O:19]4)[CH2:15][CH2:14]3)=[O:12])=[CH:7][NH:8]2)=[CH:4][CH:3]=1.[CH3:29][N:30]1[C:34]([CH3:35])=[CH:33][C:32]([CH2:36]OS(C)(=O)=O)=[N:31]1, predict the reaction product. The product is: [Cl:1][C:2]1[CH:10]=[C:9]2[C:5]([C:6]([C:11]([N:13]3[CH2:18][CH2:17][C:16]4([C:22]5[CH:23]=[CH:24][C:25]([F:27])=[CH:26][C:21]=5[C:20](=[O:28])[O:19]4)[CH2:15][CH2:14]3)=[O:12])=[CH:7][N:8]2[CH2:36][C:32]2[CH:33]=[C:34]([CH3:35])[N:30]([CH3:29])[N:31]=2)=[CH:4][CH:3]=1.